Task: Binary Classification. Given a T-cell receptor sequence (or CDR3 region) and an epitope sequence, predict whether binding occurs between them.. Dataset: TCR-epitope binding with 47,182 pairs between 192 epitopes and 23,139 TCRs (1) The epitope is FLRGRAYGL. The TCR CDR3 sequence is CASSQGLSGGLSYNEQFF. Result: 0 (the TCR does not bind to the epitope). (2) The epitope is SEISMDNSPNL. The TCR CDR3 sequence is CASSQESLAGGPWEQFF. Result: 0 (the TCR does not bind to the epitope).